Task: Regression. Given a peptide amino acid sequence and an MHC pseudo amino acid sequence, predict their binding affinity value. This is MHC class II binding data.. Dataset: Peptide-MHC class II binding affinity with 134,281 pairs from IEDB (1) The peptide sequence is SADFPQFKPEEITGI. The MHC is DRB4_0101 with pseudo-sequence DRB4_0103. The binding affinity (normalized) is 0.379. (2) The peptide sequence is PISVTAPPPQLPRPP. The MHC is DRB1_1001 with pseudo-sequence DRB1_1001. The binding affinity (normalized) is 0.323. (3) The peptide sequence is GELQIVYKIDAAFKI. The MHC is DRB1_1101 with pseudo-sequence DRB1_1101. The binding affinity (normalized) is 0.754. (4) The peptide sequence is QELLDIANYLMEQIQ. The MHC is DRB3_0101 with pseudo-sequence DRB3_0101. The binding affinity (normalized) is 0.587. (5) The peptide sequence is TPTNASHIQSAVVCG. The MHC is DRB1_0901 with pseudo-sequence DRB1_0901. The binding affinity (normalized) is 0.381.